This data is from NCI-60 drug combinations with 297,098 pairs across 59 cell lines. The task is: Regression. Given two drug SMILES strings and cell line genomic features, predict the synergy score measuring deviation from expected non-interaction effect. (1) Drug 1: CC12CCC(CC1=CCC3C2CCC4(C3CC=C4C5=CN=CC=C5)C)O. Drug 2: C1=CN(C=N1)CC(O)(P(=O)(O)O)P(=O)(O)O. Cell line: SF-295. Synergy scores: CSS=6.14, Synergy_ZIP=-3.50, Synergy_Bliss=-2.99, Synergy_Loewe=-1.64, Synergy_HSA=-1.62. (2) Drug 2: COC1=NC(=NC2=C1N=CN2C3C(C(C(O3)CO)O)O)N. Drug 1: CC(CN1CC(=O)NC(=O)C1)N2CC(=O)NC(=O)C2. Synergy scores: CSS=72.2, Synergy_ZIP=6.51, Synergy_Bliss=6.01, Synergy_Loewe=-10.4, Synergy_HSA=4.89. Cell line: SR. (3) Drug 1: CC(C)(C#N)C1=CC(=CC(=C1)CN2C=NC=N2)C(C)(C)C#N. Drug 2: CC12CCC3C(C1CCC2OP(=O)(O)O)CCC4=C3C=CC(=C4)OC(=O)N(CCCl)CCCl.[Na+]. Cell line: NCI-H322M. Synergy scores: CSS=3.72, Synergy_ZIP=-2.58, Synergy_Bliss=-0.945, Synergy_Loewe=-1.63, Synergy_HSA=-0.945. (4) Cell line: SF-539. Drug 1: CCCS(=O)(=O)NC1=C(C(=C(C=C1)F)C(=O)C2=CNC3=C2C=C(C=N3)C4=CC=C(C=C4)Cl)F. Drug 2: C1=CC(=CC=C1CC(C(=O)O)N)N(CCCl)CCCl.Cl. Synergy scores: CSS=29.3, Synergy_ZIP=-2.04, Synergy_Bliss=6.25, Synergy_Loewe=1.46, Synergy_HSA=4.82. (5) Drug 1: CC(C1=C(C=CC(=C1Cl)F)Cl)OC2=C(N=CC(=C2)C3=CN(N=C3)C4CCNCC4)N. Drug 2: C1=CC(=CC=C1CC(C(=O)O)N)N(CCCl)CCCl.Cl. Cell line: SR. Synergy scores: CSS=79.8, Synergy_ZIP=2.91, Synergy_Bliss=1.49, Synergy_Loewe=-3.80, Synergy_HSA=2.54.